The task is: Predict which catalyst facilitates the given reaction.. This data is from Catalyst prediction with 721,799 reactions and 888 catalyst types from USPTO. (1) Reactant: [CH:1]1([C:4]2[CH:5]=[C:6]([C:22]([OH:24])=O)[C:7](=[O:21])[N:8]([C:11]3[CH:16]=[CH:15][CH:14]=[C:13]([C:17]([F:20])([F:19])[F:18])[CH:12]=3)[C:9]=2[CH3:10])[CH2:3][CH2:2]1.Cl.[CH3:26][S:27]([C:30]1[CH:31]=[CH:32][C:33]([CH2:36][NH2:37])=[N:34][CH:35]=1)(=[O:29])=[O:28].CN(C(ON1N=NC2C=CC=CC1=2)=[N+](C)C)C.F[P-](F)(F)(F)(F)F.CCN(C(C)C)C(C)C. Product: [CH:1]1([C:4]2[CH:5]=[C:6]([C:22]([NH:37][CH2:36][C:33]3[CH:32]=[CH:31][C:30]([S:27]([CH3:26])(=[O:29])=[O:28])=[CH:35][N:34]=3)=[O:24])[C:7](=[O:21])[N:8]([C:11]3[CH:16]=[CH:15][CH:14]=[C:13]([C:17]([F:18])([F:19])[F:20])[CH:12]=3)[C:9]=2[CH3:10])[CH2:3][CH2:2]1. The catalyst class is: 37. (2) Reactant: [CH3:1][O:2][C:3]1[CH:11]=[C:7]([C:8]([OH:10])=[O:9])[C:6]([OH:12])=[CH:5][CH:4]=1.[CH2:13]([NH2:17])[CH2:14][CH2:15][CH3:16]. Product: [CH3:1][O:2][C:3]1[CH:11]=[C:7]([C:8]([OH:10])=[O:9])[C:6]([OH:12])=[CH:5][CH:4]=1.[CH2:13]([NH2:17])[CH2:14][CH2:15][CH3:16]. The catalyst class is: 8. (3) Reactant: [F:1][C:2]([F:38])([F:37])[C:3]1[CH:4]=[C:5]([CH:30]=[C:31]([C:33]([F:36])([F:35])[F:34])[CH:32]=1)[C:6]([N:8]1[CH2:13][CH2:12][N:11]([CH2:14][C:15]#[C:16][CH2:17]Cl)[CH2:10][C@H:9]1[CH2:19][C:20]1[CH:29]=[CH:28][C:27]2[C:22](=[CH:23][CH:24]=[CH:25][CH:26]=2)[CH:21]=1)=[O:7].[CH3:39][C@H:40]1[O:45][C@@H:44]([CH3:46])[CH2:43][NH:42][CH2:41]1.C(=O)([O-])[O-].[K+].[K+].O. Product: [F:1][C:2]([F:38])([F:37])[C:3]1[CH:4]=[C:5]([CH:30]=[C:31]([C:33]([F:36])([F:35])[F:34])[CH:32]=1)[C:6]([N:8]1[CH2:13][CH2:12][N:11]([CH2:14][C:15]#[C:16][CH2:17][N:42]2[CH2:41][C@@H:40]([CH3:39])[O:45][C@@H:44]([CH3:46])[CH2:43]2)[CH2:10][C@H:9]1[CH2:19][C:20]1[CH:29]=[CH:28][C:27]2[C:22](=[CH:23][CH:24]=[CH:25][CH:26]=2)[CH:21]=1)=[O:7]. The catalyst class is: 9.